This data is from Forward reaction prediction with 1.9M reactions from USPTO patents (1976-2016). The task is: Predict the product of the given reaction. (1) Given the reactants [C:1]([C:4]1[C:12]2[C:7](=[CH:8][CH:9]=[C:10]([C:13]3[CH:14]=[N:15][CH:16]=[N:17][CH:18]=3)[CH:11]=2)[N:6]([CH2:19][C:20](O)=[O:21])[N:5]=1)(=[O:3])[NH2:2].CC[N:25]([CH:29]([CH3:31])C)[CH:26]([CH3:28])[CH3:27].Cl.[Cl:33][C:34]1[CH:39]=[CH:38][CH:37]=[CH:36][C:35]=1[C:40]1[CH:45]=[CH:44][CH:43]=[C:42]([NH:46][C:47]([C@@H]2C[C@@H]3[C@@H](C3)N2)=[O:48])[C:41]=1[F:55].CN(C(ON1N=NC2C=CC=NC1=2)=[N+](C)C)C.F[P-](F)(F)(F)(F)F, predict the reaction product. The product is: [Cl:33][C:34]1[CH:39]=[CH:38][CH:37]=[CH:36][C:35]=1[C:40]1[CH:45]=[CH:44][CH:43]=[C:42]([NH:46][C:47]([C@H:31]2[CH2:27][C@H:26]3[N@@:25]([CH2:28]3)[CH:29]2[C:20](=[O:21])[CH2:19][N:6]2[C:7]3[C:12](=[CH:11][C:10]([C:13]4[CH:18]=[N:17][CH:16]=[N:15][CH:14]=4)=[CH:9][CH:8]=3)[C:4]([C:1]([NH2:2])=[O:3])=[N:5]2)=[O:48])[C:41]=1[F:55]. (2) Given the reactants [NH2:1][CH2:2][CH:3]1[CH2:8][CH2:7][NH:6][CH2:5][CH2:4]1.C(=O)C1C=CC=CC=1.[C:17](O[C:17]([O:19][C:20]([CH3:23])([CH3:22])[CH3:21])=[O:18])([O:19][C:20]([CH3:23])([CH3:22])[CH3:21])=[O:18], predict the reaction product. The product is: [C:20]([O:19][C:17]([N:6]1[CH2:7][CH2:8][CH:3]([CH2:2][NH2:1])[CH2:4][CH2:5]1)=[O:18])([CH3:23])([CH3:22])[CH3:21]. (3) Given the reactants [C:1]1([Mg]Br)[CH:6]=[CH:5][CH:4]=[CH:3][CH:2]=1.[O:9]1[C:13]2([CH2:18][CH2:17][C:16](=[N:19]S(C(C)(C)C)=O)[CH2:15][CH2:14]2)OCC1.Cl, predict the reaction product. The product is: [NH2:9][C:13]1([C:1]2[CH:6]=[CH:5][CH:4]=[CH:3][CH:2]=2)[CH2:14][CH2:15][C:16](=[O:19])[CH2:17][CH2:18]1. (4) Given the reactants Br[C:2]1[CH:7]=[CH:6][CH:5]=[C:4]([N+:8]([O-:10])=[O:9])[C:3]=1[CH3:11].[C:12]1([CH3:24])[CH:17]=[C:16]([CH3:18])[CH:15]=[C:14]([CH3:19])[C:13]=1OB(O)O.O.O.O.O.O.O.O.O.[OH-].[Ba+2].[OH-], predict the reaction product. The product is: [C:12]1([CH3:24])[CH:17]=[C:16]([CH3:18])[CH:15]=[C:14]([CH3:19])[C:13]=1[C:4]1([N+:8]([O-:10])=[O:9])[CH:5]=[CH:6][CH:7]=[CH:2][CH:3]1[CH3:11]. (5) Given the reactants C([O:8][C:9]1[CH:10]=[CH:11][C:12]([N+:24]([O-])=O)=[C:13]([N:15]([CH3:23])[C:16](=[O:22])[O:17][C:18]([CH3:21])([CH3:20])[CH3:19])[CH:14]=1)C1C=CC=CC=1.C1(C)C=CC=CC=1, predict the reaction product. The product is: [NH2:24][C:12]1[CH:11]=[CH:10][C:9]([OH:8])=[CH:14][C:13]=1[N:15]([CH3:23])[C:16](=[O:22])[O:17][C:18]([CH3:19])([CH3:20])[CH3:21]. (6) Given the reactants C1C(=O)N([Br:8])C(=O)C1.C1(P(C2C=CC=CC=2)C2C=CC=CC=2)C=CC=CC=1.N1C=CC=CC=1.[C:34]([O:38][C:39]([NH:41][C@H:42]([C:46]([O:48][CH:49]1[CH2:53][CH2:52][CH2:51][CH2:50]1)=[O:47])[CH2:43][CH2:44]O)=[O:40])([CH3:37])([CH3:36])[CH3:35], predict the reaction product. The product is: [Br:8][CH2:44][CH2:43][C@H:42]([NH:41][C:39]([O:38][C:34]([CH3:37])([CH3:36])[CH3:35])=[O:40])[C:46]([O:48][CH:49]1[CH2:53][CH2:52][CH2:51][CH2:50]1)=[O:47].